From a dataset of Catalyst prediction with 721,799 reactions and 888 catalyst types from USPTO. Predict which catalyst facilitates the given reaction. (1) Reactant: [Cl:1][C:2]1[C:7]([Cl:8])=[CH:6][C:5]([NH2:9])=[C:4]([NH2:10])[CH:3]=1.C([O:15][C:16](=O)[CH2:17][C:18](=O)[C:19]1[CH:24]=[CH:23][CH:22]=[C:21]([C:25]2[CH:30]=[CH:29][N:28]=[CH:27][N:26]=2)[CH:20]=1)(C)(C)C. Product: [Cl:1][C:2]1[C:7]([Cl:8])=[CH:6][C:5]2[NH:9][C:16](=[O:15])[CH2:17][C:18]([C:19]3[CH:24]=[CH:23][CH:22]=[C:21]([C:25]4[CH:30]=[CH:29][N:28]=[CH:27][N:26]=4)[CH:20]=3)=[N:10][C:4]=2[CH:3]=1. The catalyst class is: 113. (2) Reactant: [CH:1]1([N:4]([CH:18]2[CH2:23][CH2:22][NH:21][CH2:20][CH2:19]2)[C:5](=[O:17])[C:6]2[CH:11]=[CH:10][C:9]([C:12]3[O:16][CH:15]=[N:14][CH:13]=3)=[CH:8][CH:7]=2)[CH2:3][CH2:2]1.[CH2:24]([N:26](C(C)C)C(C)C)C. Product: [C:24]([N:21]1[CH2:22][CH2:23][CH:18]([N:4]([CH:1]2[CH2:3][CH2:2]2)[C:5](=[O:17])[C:6]2[CH:7]=[CH:8][C:9]([C:12]3[O:16][CH:15]=[N:14][CH:13]=3)=[CH:10][CH:11]=2)[CH2:19][CH2:20]1)#[N:26]. The catalyst class is: 489. (3) Reactant: Br[C:2]1[CH:3]=[C:4]([C:9]2[CH2:14][CH2:13][CH:12]([N:15]([CH3:17])[CH3:16])[CH2:11][CH:10]=2)[CH:5]=[C:6]([F:8])[CH:7]=1.C(=[NH:31])(C1C=CC=CC=1)C1C=CC=CC=1.C1C=CC(P(C2C(C3C(P(C4C=CC=CC=4)C4C=CC=CC=4)=CC=C4C=3C=CC=C4)=C3C(C=CC=C3)=CC=2)C2C=CC=CC=2)=CC=1.CC(C)([O-])C.[Na+].Cl. Product: [CH3:16][N:15]([CH3:17])[CH:12]1[CH2:13][CH2:14][C:9]([C:4]2[CH:3]=[C:2]([NH2:31])[CH:7]=[C:6]([F:8])[CH:5]=2)=[CH:10][CH2:11]1. The catalyst class is: 187. (4) Reactant: Cl[C:2]1[C:7]2[CH2:8][CH:9]([C:10]#[N:11])[C:6]=2[CH:5]=[CH:4][CH:3]=1.C(N(CC)CC)C. Product: [CH:9]1([C:10]#[N:11])[C:6]2[CH:5]=[CH:4][CH:3]=[CH:2][C:7]=2[CH2:8]1. The catalyst class is: 99. (5) Reactant: C(N(C1C=CC(Cl)=CC=1)[C@H:5]1[C:14]2[C:9](=[CH:10][CH:11]=[CH:12][CH:13]=2)[N:8]([C:15]([C:17]2[CH:32]=[CH:31][C:20]([O:21][CH:22]3[CH2:27][CH2:26][CH:25]([C:28](O)=[O:29])[CH2:24][CH2:23]3)=[CH:19][CH:18]=2)=[O:16])[C@@H:7]([CH3:33])[CH2:6]1)(=O)C.[CH:41]1[CH:42]=[CH:43][C:44]2[N:49](O)N=N[C:45]=2[CH:46]=1.CCN=C=NCCCN(C)C.[Cl-:62].[NH4+:63].C1C[O:67][CH2:66][CH2:65]1. The catalyst class is: 39. Product: [C:66]([N:49]([C:44]1[CH:43]=[CH:42][C:41]([Cl:62])=[CH:46][CH:45]=1)[C@H:5]1[C:14]2[C:9](=[CH:10][CH:11]=[CH:12][CH:13]=2)[N:8]([C:15]([C:17]2[CH:32]=[CH:31][C:20]([O:21][CH:22]3[CH2:27][CH2:26][CH:25]([C:28]([NH2:63])=[O:29])[CH2:24][CH2:23]3)=[CH:19][CH:18]=2)=[O:16])[C@@H:7]([CH3:33])[CH2:6]1)(=[O:67])[CH3:65]. (6) Product: [S:1]1[C:5]2[CH:6]=[CH:7][CH:8]=[CH:9][C:4]=2[N:3]=[C:2]1[C:10]([CH:11]([NH:15][C:16](=[O:33])[C@@H:17]([NH:29][CH:30]([CH3:32])[CH3:31])[CH2:18][S:19]([CH2:22][C:23]1[CH:28]=[CH:27][CH:26]=[CH:25][CH:24]=1)(=[O:20])=[O:21])[CH2:12][CH2:13][CH3:14])=[O:34]. The catalyst class is: 4. Reactant: [S:1]1[C:5]2[CH:6]=[CH:7][CH:8]=[CH:9][C:4]=2[N:3]=[C:2]1[CH:10]([OH:34])[CH:11]([NH:15][C:16](=[O:33])[C@@H:17]([NH:29][CH:30]([CH3:32])[CH3:31])[CH2:18][S:19]([CH2:22][C:23]1[CH:28]=[CH:27][CH:26]=[CH:25][CH:24]=1)(=[O:21])=[O:20])[CH2:12][CH2:13][CH3:14].S([O-])([O-])(=O)=S.C(O)C(N)(CO)CO. (7) Reactant: CS(C)=O.[Br:5][C:6]1[CH:7]=[CH:8][C:9]([F:13])=[C:10]([SH:12])[CH:11]=1.CS(O[CH:19]1[CH2:24][CH2:23][C:22]([CH3:26])([CH3:25])[CH2:21][CH2:20]1)(=O)=O.C(=O)([O-])[O-].[Cs+].[Cs+]. Product: [Br:5][C:6]1[CH:7]=[CH:8][C:9]([F:13])=[C:10]([S:12][CH:19]2[CH2:24][CH2:23][C:22]([CH3:26])([CH3:25])[CH2:21][CH2:20]2)[CH:11]=1. The catalyst class is: 28.